This data is from Reaction yield outcomes from USPTO patents with 853,638 reactions. The task is: Predict the reaction yield, written as a fraction of the theoretical maximum amount of product (1.0 means a 100% yield; for example, 0.34 means a 34% yield). (1) The reactants are [Cl:1][C:2]1[CH:7]=[CH:6][C:5]([O:8][CH3:9])=[CH:4][C:3]=1[C:10]1[CH:20]=[C:19]([CH3:21])[C:13]2[N:14]=[C:15]([NH2:18])[N:16]=[N:17][C:12]=2[CH:11]=1.Br[C:23]1[CH:24]=[C:25]([CH:34]=[CH:35][CH:36]=1)[O:26][CH2:27][CH2:28][N:29]1[CH2:33][CH2:32][CH2:31][CH2:30]1.C(=O)([O-])[O-].[Cs+].[Cs+].C1(P(C2C=CC=CC=2)C2C3OC4C(=CC=CC=4P(C4C=CC=CC=4)C4C=CC=CC=4)C(C)(C)C=3C=CC=2)C=CC=CC=1. The catalyst is [Pd].[Pd].C(=CC(C=CC1C=CC=CC=1)=O)C1C=CC=CC=1.C(=CC(C=CC1C=CC=CC=1)=O)C1C=CC=CC=1.C(=CC(C=CC1C=CC=CC=1)=O)C1C=CC=CC=1. The product is [Cl:1][C:2]1[CH:7]=[CH:6][C:5]([O:8][CH3:9])=[CH:4][C:3]=1[C:10]1[CH:20]=[C:19]([CH3:21])[C:13]2[N:14]=[C:15]([NH:18][C:23]3[CH:36]=[CH:35][CH:34]=[C:25]([O:26][CH2:27][CH2:28][N:29]4[CH2:30][CH2:31][CH2:32][CH2:33]4)[CH:24]=3)[N:16]=[N:17][C:12]=2[CH:11]=1. The yield is 0.650. (2) The reactants are [CH:1]1([CH:7]([C:18]2[CH:22]=[C:21]([C:23]3[CH:28]=[CH:27][C:26]([F:29])=[CH:25][C:24]=3[CH3:30])[O:20][C:19]=2[CH3:31])[O:8][C:9]2[CH:17]=[CH:16][C:12]([C:13](O)=[O:14])=[CH:11][CH:10]=2)[CH2:6][CH2:5][CH2:4][CH2:3][CH2:2]1.[CH3:32][NH:33][CH2:34][CH2:35][C:36]([O:38]CC)=[O:37]. No catalyst specified. The product is [CH:1]1([CH:7]([C:18]2[CH:22]=[C:21]([C:23]3[CH:28]=[CH:27][C:26]([F:29])=[CH:25][C:24]=3[CH3:30])[O:20][C:19]=2[CH3:31])[O:8][C:9]2[CH:10]=[CH:11][C:12]([C:13]([N:33]([CH3:32])[CH2:34][CH2:35][C:36]([OH:38])=[O:37])=[O:14])=[CH:16][CH:17]=2)[CH2:6][CH2:5][CH2:4][CH2:3][CH2:2]1. The yield is 0.760.